Dataset: Reaction yield outcomes from USPTO patents with 853,638 reactions. Task: Predict the reaction yield, written as a fraction of the theoretical maximum amount of product (1.0 means a 100% yield; for example, 0.34 means a 34% yield). (1) The reactants are [Cl:1][C:2]1[N:7]=[C:6]([C:8](=[O:10])[CH3:9])[C:5]([F:11])=[CH:4][N:3]=1.[CH3:12][Mg]Br.C(OCC)C. The catalyst is O1CCCC1. The product is [Cl:1][C:2]1[N:7]=[C:6]([C:8]([OH:10])([CH3:12])[CH3:9])[C:5]([F:11])=[CH:4][N:3]=1. The yield is 0.640. (2) The reactants are Cl[CH2:2][CH2:3][O:4][C:5]1[CH:13]=[C:12]2[C:8]([C:9]([C:27]#[N:28])=[C:10]([C:16]3[CH:21]=[CH:20][C:19]([NH:22][S:23]([CH3:26])(=[O:25])=[O:24])=[CH:18][CH:17]=3)[N:11]2[CH2:14][CH3:15])=[CH:7][CH:6]=1.[NH:29]1[CH2:34][CH2:33][O:32][CH2:31][CH2:30]1.[Na+].[I-].C(N(C(C)C)CC)(C)C. The catalyst is CC#N.O. The product is [C:27]([C:9]1[C:8]2[C:12](=[CH:13][C:5]([O:4][CH2:3][CH2:2][N:29]3[CH2:34][CH2:33][O:32][CH2:31][CH2:30]3)=[CH:6][CH:7]=2)[N:11]([CH2:14][CH3:15])[C:10]=1[C:16]1[CH:21]=[CH:20][C:19]([NH:22][S:23]([CH3:26])(=[O:25])=[O:24])=[CH:18][CH:17]=1)#[N:28]. The yield is 0.410. (3) The reactants are [C:1]([C:5]1[N:10]=[C:9]([N:11]2[CH2:16][CH2:15][N:14]([CH2:17][CH2:18][CH2:19][CH2:20][NH2:21])[CH2:13][CH2:12]2)[CH:8]=[C:7]([C:22]([F:25])([F:24])[F:23])[N:6]=1)([CH3:4])([CH3:3])[CH3:2].C1N=CN([C:31](N2C=NC=C2)=[O:32])C=1.[Cl:38][C:39]1[CH:44]=[CH:43][C:42]([CH:45]([C:52]2[CH:57]=[CH:56][CH:55]=[CH:54][CH:53]=2)[N:46]2[CH2:51][CH2:50][NH:49][CH2:48][CH2:47]2)=[CH:41][CH:40]=1. The catalyst is C(Cl)(Cl)Cl.CO. The product is [C:1]([C:5]1[N:10]=[C:9]([N:11]2[CH2:16][CH2:15][N:14]([CH2:17][CH2:18][CH2:19][CH2:20][NH:21][C:31]([N:49]3[CH2:48][CH2:47][N:46]([CH:45]([C:42]4[CH:41]=[CH:40][C:39]([Cl:38])=[CH:44][CH:43]=4)[C:52]4[CH:53]=[CH:54][CH:55]=[CH:56][CH:57]=4)[CH2:51][CH2:50]3)=[O:32])[CH2:13][CH2:12]2)[CH:8]=[C:7]([C:22]([F:24])([F:25])[F:23])[N:6]=1)([CH3:4])([CH3:2])[CH3:3]. The yield is 0.360. (4) The reactants are [NH2:1][C:2]1[CH:22]=[C:21]([Cl:23])[C:5]2[O:6][C:7]3[C:16]([CH3:17])=[CH:15][C:14]([C:18]([OH:20])=[O:19])=[CH:13][C:8]=3[S:9](=[O:12])(=[O:11])[CH2:10][C:4]=2[CH:3]=1.[CH:24](=O)[CH:25]([CH3:27])[CH3:26].FC(F)(F)C(O)=O.C([BH3-])#N.[Na+].C([O-])(O)=O.[Na+]. The catalyst is O.CO. The product is [Cl:23][C:21]1[C:5]2[O:6][C:7]3[C:16]([CH3:17])=[CH:15][C:14]([C:18]([OH:20])=[O:19])=[CH:13][C:8]=3[S:9](=[O:11])(=[O:12])[CH2:10][C:4]=2[CH:3]=[C:2]([NH:1][CH2:24][CH:25]([CH3:27])[CH3:26])[CH:22]=1. The yield is 0.647.